From a dataset of Forward reaction prediction with 1.9M reactions from USPTO patents (1976-2016). Predict the product of the given reaction. (1) The product is: [CH2:12]([O:1][C:2]1[N:9]=[C:8]([CH3:10])[CH:7]=[C:6]([CH3:11])[C:3]=1[C:4]#[N:5])[C:13]1[CH:18]=[CH:17][CH:16]=[CH:15][CH:14]=1. Given the reactants [OH:1][C:2]1[N:9]=[C:8]([CH3:10])[CH:7]=[C:6]([CH3:11])[C:3]=1[C:4]#[N:5].[CH2:12](Cl)[C:13]1[CH:18]=[CH:17][CH:16]=[CH:15][CH:14]=1, predict the reaction product. (2) Given the reactants [CH3:1][O:2][C:3](=[O:16])[C:4]([OH:15])([C:10]1[S:11][CH:12]=[CH:13][CH:14]=1)[C:5]1[S:6][CH:7]=[CH:8][CH:9]=1.[CH2:17]([N:25]1[CH2:29]C[C@@H:27](O)[CH2:26]1)[CH2:18][C:19]1[CH:24]=[CH:23][CH:22]=[CH:21][CH:20]=1, predict the reaction product. The product is: [CH2:17]([N:25]1[CH2:26][CH2:27][C@@H:1]([O:2][C:3](=[O:16])[C:4]([OH:15])([C:5]2[S:6][CH:7]=[CH:8][CH:9]=2)[C:10]2[S:11][CH:12]=[CH:13][CH:14]=2)[CH2:29]1)[CH2:18][C:19]1[CH:20]=[CH:21][CH:22]=[CH:23][CH:24]=1. (3) Given the reactants C(N(CC)CC)C.[CH:8]([C:10]1[C:18]2[C:13](=[CH:14][CH:15]=[CH:16][CH:17]=2)[N:12](C(OC(C)(C)C)=O)[CH:11]=1)=[O:9].[CH3:26][O:27][C:28]1[CH:29]=[C:30]([CH:39]=[CH:40][CH:41]=1)[N:31]=[CH:32][C:33]1[CH:38]=[N:37][CH:36]=[CH:35][N:34]=1, predict the reaction product. The product is: [NH:12]1[C:13]2[C:18](=[CH:17][CH:16]=[CH:15][CH:14]=2)[C:10]([C:8](=[O:9])[CH:32]([NH:31][C:30]2[CH:39]=[CH:40][CH:41]=[C:28]([O:27][CH3:26])[CH:29]=2)[C:33]2[CH:38]=[N:37][CH:36]=[CH:35][N:34]=2)=[CH:11]1. (4) Given the reactants [ClH:1].Cl.[F:3][CH:4]([F:32])[C:5]1[N:9]([C:10]2[CH:15]=[C:14]([N:16]3[CH2:21][CH2:20][O:19][CH2:18][CH2:17]3)[N:13]=[C:12]([NH:22][C@H:23]3[CH2:27][CH2:26][NH:25][CH2:24]3)[N:11]=2)[C:8]2[CH:28]=[CH:29][CH:30]=[CH:31][C:7]=2[N:6]=1.CN(C)C=O.[CH3:38][N:39]([CH3:43])[CH2:40][CH2:41]Br.C(=O)([O-])[O-].[K+].[K+], predict the reaction product. The product is: [ClH:1].[ClH:1].[F:32][CH:4]([F:3])[C:5]1[N:9]([C:10]2[CH:15]=[C:14]([N:16]3[CH2:21][CH2:20][O:19][CH2:18][CH2:17]3)[N:13]=[C:12]([NH:22][C@H:23]3[CH2:27][CH2:26][N:25]([CH2:41][CH2:40][N:39]([CH3:43])[CH3:38])[CH2:24]3)[N:11]=2)[C:8]2[CH:28]=[CH:29][CH:30]=[CH:31][C:7]=2[N:6]=1. (5) Given the reactants [C:1]1([CH2:7][O:8][C:9]2[CH:17]=[CH:16][CH:15]=[C:14]3[C:10]=2[CH:11]=[N:12][NH:13]3)[CH:6]=[CH:5][CH:4]=[CH:3][CH:2]=1.[F:18][C:19]1[CH:20]=[C:21](B(O)O)[CH:22]=[C:23]([F:33])[C:24]=1[O:25][CH2:26][C:27]1[CH:32]=[CH:31][CH:30]=[CH:29][CH:28]=1.N1C=CC=CC=1, predict the reaction product. The product is: [F:18][C:19]1[CH:20]=[C:21]([N:13]2[C:14]3[C:10](=[C:9]([O:8][CH2:7][C:1]4[CH:2]=[CH:3][CH:4]=[CH:5][CH:6]=4)[CH:17]=[CH:16][CH:15]=3)[CH:11]=[N:12]2)[CH:22]=[C:23]([F:33])[C:24]=1[O:25][CH2:26][C:27]1[CH:28]=[CH:29][CH:30]=[CH:31][CH:32]=1. (6) Given the reactants [NH2:1][C@H:2]([C:6]([OH:8])=[O:7])[C@@H:3]([CH3:5])[OH:4].C(=O)(O)[O-].[Na+].[C:14](ON1C(=O)CCC1=O)(=[O:38])[CH2:15][CH2:16][CH2:17][CH2:18][CH2:19][CH2:20][CH2:21][CH2:22][CH2:23][CH2:24][CH2:25][CH2:26][CH2:27]/[CH:28]=[CH:29]\[CH2:30][CH2:31][CH2:32][CH2:33][CH2:34][CH2:35][CH2:36][CH3:37].Cl, predict the reaction product. The product is: [C:14]([NH:1][C@H:2]([C:6]([OH:8])=[O:7])[C@@H:3]([CH3:5])[OH:4])(=[O:38])[CH2:15][CH2:16][CH2:17][CH2:18][CH2:19][CH2:20][CH2:21][CH2:22][CH2:23][CH2:24][CH2:25][CH2:26][CH2:27]/[CH:28]=[CH:29]\[CH2:30][CH2:31][CH2:32][CH2:33][CH2:34][CH2:35][CH2:36][CH3:37]. (7) Given the reactants C1(C2N=NC(NNC(=O)CC3C=C4C(=CC=3)N=CC=C4)=NC=2)C=CC=CC=1.[Cl:28][C:29]1[CH:30]=[C:31]([C:36]2[N:41]=[N:40][C:39]([NH:42][NH:43][C:44](=O)[CH2:45][C:46]3[CH:47]=[C:48]4[C:53](=[CH:54][CH:55]=3)[N:52]=[CH:51][CH:50]=[CH:49]4)=[N:38][CH:37]=2)[CH:32]=[CH:33][C:34]=1[Cl:35], predict the reaction product. The product is: [N:52]1[C:53]2[C:48](=[CH:47][C:46]([CH2:45][C:44]3[N:40]4[N:41]=[C:36]([C:31]5[CH:32]=[CH:33][C:34]([Cl:35])=[C:29]([Cl:28])[CH:30]=5)[CH:37]=[N:38][C:39]4=[N:42][N:43]=3)=[CH:55][CH:54]=2)[CH:49]=[CH:50][CH:51]=1.